Dataset: Forward reaction prediction with 1.9M reactions from USPTO patents (1976-2016). Task: Predict the product of the given reaction. (1) The product is: [Cl:1][C:2]1[CH:7]=[C:6]([Cl:8])[CH:5]=[CH:4][C:3]=1[C@H:9]1[C:14]([C:15]([O:17][C@H:18]([CH3:24])[C:19]([O:21][CH2:22][CH3:23])=[O:20])=[O:16])=[C:13]([CH2:25][Br:38])[NH:12][C:11]([C:26]2[S:27][CH:28]=[CH:29][N:30]=2)=[N:10]1. Given the reactants [Cl:1][C:2]1[CH:7]=[C:6]([Cl:8])[CH:5]=[CH:4][C:3]=1[C@H:9]1[C:14]([C:15]([O:17][C@H:18]([CH3:24])[C:19]([O:21][CH2:22][CH3:23])=[O:20])=[O:16])=[C:13]([CH3:25])[NH:12][C:11]([C:26]2[S:27][CH:28]=[CH:29][N:30]=2)=[N:10]1.C1C(=O)N([Br:38])C(=O)C1, predict the reaction product. (2) Given the reactants Br[C:2]1[CH:38]=[N:37][C:5]2[N:6]([C:19]([NH:21][CH:22]([C:26]3[CH:31]=[CH:30][C:29]([O:32][C:33]([F:36])([F:35])[F:34])=[CH:28][CH:27]=3)[CH2:23][O:24][CH3:25])=[O:20])[CH2:7][C:8](=[O:18])[N:9]([CH2:10][O:11][CH2:12][CH2:13][Si:14]([CH3:17])([CH3:16])[CH3:15])[C:4]=2[CH:3]=1.[CH3:39][C:40]1([CH3:47])C(C)(C)OBO1.[NH:48]1[CH:52]=CC=[N:49]1.P([O-])([O-])([O-])=O.[K+].[K+].[K+].C1(C)C=CC=CC=1, predict the reaction product. The product is: [CH3:25][O:24][CH2:23][CH:22]([NH:21][C:19]([N:6]1[CH2:7][C:8](=[O:18])[N:9]([CH2:10][O:11][CH2:12][CH2:13][Si:14]([CH3:17])([CH3:16])[CH3:15])[C:4]2[CH:3]=[C:2]([C:47]3[CH:40]=[CH:39][N:48]([CH3:52])[N:49]=3)[CH:38]=[N:37][C:5]1=2)=[O:20])[C:26]1[CH:31]=[CH:30][C:29]([O:32][C:33]([F:36])([F:35])[F:34])=[CH:28][CH:27]=1.